Dataset: Full USPTO retrosynthesis dataset with 1.9M reactions from patents (1976-2016). Task: Predict the reactants needed to synthesize the given product. (1) Given the product [CH2:39]([O:41][C:42](=[O:50])[CH2:43][CH:44]1[CH2:49][CH2:48][CH2:47][CH2:46][N:45]1[C:11]1[CH:10]=[C:9]([N:8]([C:6]([O:5][C:1]([CH3:3])([CH3:2])[CH3:4])=[O:7])[CH2:25][CH2:26][C:27]2[CH:32]=[CH:31][C:30]([O:33][C:34]([F:35])([F:37])[F:36])=[CH:29][CH:28]=2)[N:14]=[C:13]([O:15][CH3:16])[N:12]=1)[CH3:40], predict the reactants needed to synthesize it. The reactants are: [C:1]([O:5][C:6]([N:8]([CH2:25][CH2:26][C:27]1[CH:32]=[CH:31][C:30]([O:33][C:34]([F:37])([F:36])[F:35])=[CH:29][CH:28]=1)[C:9]1[N:14]=[C:13]([O:15][CH3:16])[N:12]=[C:11](OS(C(F)(F)F)(=O)=O)[CH:10]=1)=[O:7])([CH3:4])([CH3:3])[CH3:2].Cl.[CH2:39]([O:41][C:42](=[O:50])[CH2:43][CH:44]1[CH2:49][CH2:48][CH2:47][CH2:46][NH:45]1)[CH3:40]. (2) Given the product [NH:17]1[C:1]2([CH2:8][CH2:7][CH2:6][CH2:5][CH2:4][CH2:3][CH2:2]2)[C:19](=[O:21])[NH:18][C:13]1=[O:16], predict the reactants needed to synthesize it. The reactants are: [C:1]1(=O)[CH2:8][CH2:7][CH2:6][CH2:5][CH2:4][CH2:3][CH2:2]1.[C-]#N.[K+].[C:13](=[O:16])([O-])[O-].[NH4+:17].[NH4+:18].[CH2:19]([OH:21])C.